Dataset: Reaction yield outcomes from USPTO patents with 853,638 reactions. Task: Predict the reaction yield, written as a fraction of the theoretical maximum amount of product (1.0 means a 100% yield; for example, 0.34 means a 34% yield). (1) The reactants are [C:1](O)(C(F)(F)F)=[O:2].[C:8]1([C:14]2[CH:19]=[C:18]([CH:20]3[CH2:25][NH:24][S:23](=[O:27])(=[O:26])[NH:22][CH2:21]3)[CH:17]=[CH:16][C:15]=2[NH:28][C:29]([C:31]2[N:32](COCC[Si](C)(C)C)[CH:33]=[C:34]([C:36]#[N:37])[N:35]=2)=[O:30])[CH2:13][CH2:12][CH2:11][CH2:10][CH:9]=1. The catalyst is C(Cl)Cl.CCO. The product is [C:8]1([C:14]2[CH:19]=[C:18]([CH:20]3[CH2:25][NH:24][S:23](=[O:26])(=[O:27])[NH:22][CH2:21]3)[C:17]([CH2:1][OH:2])=[CH:16][C:15]=2[NH:28][C:29]([C:31]2[NH:32][CH:33]=[C:34]([C:36]#[N:37])[N:35]=2)=[O:30])[CH2:13][CH2:12][CH2:11][CH2:10][CH:9]=1. The yield is 0.460. (2) The catalyst is C(O)(=O)C. The reactants are [CH:1]([C:4]1[CH:18]=[C:17]([O:19][CH3:20])[CH:16]=[CH:15][C:5]=1[O:6][C:7]1[C:8]([NH2:14])=[N:9][C:10]([NH2:13])=[N:11][CH:12]=1)([CH3:3])[CH3:2].[I:21]Cl.O.C([O-])(O)=O.[Na+]. The yield is 0.920. The product is [I:21][C:16]1[C:17]([O:19][CH3:20])=[CH:18][C:4]([CH:1]([CH3:3])[CH3:2])=[C:5]([CH:15]=1)[O:6][C:7]1[C:8]([NH2:14])=[N:9][C:10]([NH2:13])=[N:11][CH:12]=1. (3) The reactants are [Cl:1][C:2]1[CH:3]=[CH:4][C:5]([CH3:9])=[C:6]([CH:8]=1)[NH2:7].Br.Br[CH:12]([C:14]1[CH:15]=[C:16]([C:31]([N:33]([CH3:35])[CH3:34])=[O:32])[CH:17]=[C:18]2[C:23]=1[O:22][C:21]([N:24]1[CH2:29][CH2:28][O:27][CH2:26][CH2:25]1)=[CH:20][C:19]2=[O:30])[CH3:13]. No catalyst specified. The product is [Cl:1][C:2]1[CH:3]=[CH:4][C:5]([CH3:9])=[C:6]([NH:7][CH:12]([C:14]2[CH:15]=[C:16]([C:31]([N:33]([CH3:35])[CH3:34])=[O:32])[CH:17]=[C:18]3[C:23]=2[O:22][C:21]([N:24]2[CH2:29][CH2:28][O:27][CH2:26][CH2:25]2)=[CH:20][C:19]3=[O:30])[CH3:13])[CH:8]=1. The yield is 0.580.